This data is from Reaction yield outcomes from USPTO patents with 853,638 reactions. The task is: Predict the reaction yield, written as a fraction of the theoretical maximum amount of product (1.0 means a 100% yield; for example, 0.34 means a 34% yield). (1) The reactants are C(O[CH:4](OCC)[CH:5]1[C:14]2([CH2:19][CH2:18][N:17](C(OC(C)(C)C)=O)[CH2:16][CH2:15]2)[O:13][C:12]2[C:7](=[CH:8][C:9]([F:27])=[CH:10][CH:11]=2)[C:6]1=O)C.[ClH:32].[CH3:33][NH:34][NH2:35]. No catalyst specified. The product is [ClH:32].[F:27][C:9]1[CH:10]=[CH:11][C:12]2[O:13][C:14]3([C:5]4[C:6](=[N:35][N:34]([CH3:33])[CH:4]=4)[C:7]=2[CH:8]=1)[CH2:19][CH2:18][NH:17][CH2:16][CH2:15]3. The yield is 0.260. (2) The reactants are [Br:1][C:2]1[CH:18]=[CH:17][C:5]2[NH:6][C:7]([C:9]3([C:15]#[N:16])[CH2:14][CH2:13][NH:12][CH2:11][CH2:10]3)=[N:8][C:4]=2[CH:3]=1.Cl[C:20]1[C:21]2[CH:28]=[CH:27][NH:26][C:22]=2[N:23]=[CH:24][N:25]=1.C(N(CC)CC)C. The catalyst is CN1C(=O)CCC1. The product is [Br:1][C:2]1[CH:18]=[CH:17][C:5]2[NH:6][C:7]([C:9]3([C:15]#[N:16])[CH2:14][CH2:13][N:12]([C:20]4[C:21]5[CH:28]=[CH:27][NH:26][C:22]=5[N:23]=[CH:24][N:25]=4)[CH2:11][CH2:10]3)=[N:8][C:4]=2[CH:3]=1. The yield is 0.714. (3) The reactants are [N:1]([CH2:4][CH2:5][C@H:6]([NH:11][C:12](=[O:28])[CH2:13][CH2:14][CH2:15][CH2:16][CH2:17][CH2:18][CH2:19][CH2:20][CH2:21][CH2:22][CH2:23][CH2:24][CH2:25][CH2:26][CH3:27])[C:7]([O:9]C)=[O:8])=[N+:2]=[N-:3].[Li+].[OH-].O. The yield is 0.960. The catalyst is C1COCC1. The product is [N:1]([CH2:4][CH2:5][C@H:6]([NH:11][C:12](=[O:28])[CH2:13][CH2:14][CH2:15][CH2:16][CH2:17][CH2:18][CH2:19][CH2:20][CH2:21][CH2:22][CH2:23][CH2:24][CH2:25][CH2:26][CH3:27])[C:7]([OH:9])=[O:8])=[N+:2]=[N-:3]. (4) The reactants are [O:1]1[CH2:5][CH2:4][CH:3]([CH2:6][OH:7])[CH2:2]1.C(N(CC)CC)C.[CH3:15][S:16](Cl)(=[O:18])=[O:17]. The catalyst is C(Cl)Cl. The product is [CH3:15][S:16]([O:7][CH2:6][CH:3]1[CH2:4][CH2:5][O:1][CH2:2]1)(=[O:18])=[O:17]. The yield is 1.00. (5) The reactants are [CH3:1][C:2]1[CH:7]=[C:6]([O:8][CH3:9])[CH:5]=[CH:4][C:3]=1[NH:10][C:11]([NH2:13])=[S:12].[C:14]([O:19][CH2:20][Br:21])(=[O:18])[CH:15]([CH3:17])[CH3:16]. The catalyst is CC(C)=O. The product is [BrH:21].[C:14]([O:19][CH2:20][S:12]/[C:11](=[N:10]/[C:3]1[CH:4]=[CH:5][C:6]([O:8][CH3:9])=[CH:7][C:2]=1[CH3:1])/[NH2:13])(=[O:18])[CH:15]([CH3:17])[CH3:16]. The yield is 0.820. (6) The reactants are [CH2:1]([N:5]([CH2:20][CH2:21][CH2:22][CH3:23])[C:6]1[CH:11]=[CH:10][C:9]([CH:12]=[CH:13][CH:14]=[CH:15][CH:16]=O)=[C:8]([O:18][CH3:19])[CH:7]=1)[CH2:2][CH2:3][CH3:4].[C:24]([C:26]1[C:27](=[C:37]([C:40]#[N:41])[C:38]#[N:39])[O:28][C:29]([CH3:36])([C:32]([F:35])([F:34])[F:33])[C:30]=1[CH3:31])#[N:25]. The catalyst is C(O)C. The product is [CH2:1]([N:5]([CH2:20][CH2:21][CH2:22][CH3:23])[C:6]1[CH:11]=[CH:10][C:9]([CH:12]=[CH:13][CH:14]=[CH:15][CH:16]=[CH:31][C:30]2[C:29]([CH3:36])([C:32]([F:35])([F:33])[F:34])[O:28][C:27](=[C:37]([C:40]#[N:41])[C:38]#[N:39])[C:26]=2[C:24]#[N:25])=[C:8]([O:18][CH3:19])[CH:7]=1)[CH2:2][CH2:3][CH3:4]. The yield is 0.825. (7) The reactants are [Cl:1][CH2:2][CH2:3][C:4]([C:6]1[CH:11]=[CH:10][CH:9]=[CH:8][CH:7]=1)=[O:5].[NH4+].[Cl-].[CH2:14](Br)[CH:15]=[CH2:16]. The catalyst is C1COCC1.[Zn]. The product is [Cl:1][CH2:2][CH2:3][C:4]([C:6]1[CH:11]=[CH:10][CH:9]=[CH:8][CH:7]=1)([OH:5])[CH2:16][CH:15]=[CH2:14]. The yield is 0.970. (8) The reactants are C(OC([N:8]1[CH2:12][CH2:11][C:10]([CH2:14][NH:15][C:16]2[N:21]=[C:20]([C:22]3[CH:27]=[CH:26][C:25]([C:28]#[N:29])=[CH:24][CH:23]=3)[C:19](Cl)=[CH:18][N:17]=2)([F:13])[CH2:9]1)=O)(C)(C)C.[CH3:31][C:32]1[CH:37]=[CH:36][C:35](B(O)O)=[CH:34][CH:33]=1. No catalyst specified. The product is [F:13][C:10]1([CH2:14][NH:15][C:16]2[N:21]=[C:20]([C:22]3[CH:23]=[CH:24][C:25]([C:28]#[N:29])=[CH:26][CH:27]=3)[C:19]([C:35]3[CH:36]=[CH:37][C:32]([CH3:31])=[CH:33][CH:34]=3)=[CH:18][N:17]=2)[CH2:11][CH2:12][NH:8][CH2:9]1. The yield is 0.290.